Dataset: Full USPTO retrosynthesis dataset with 1.9M reactions from patents (1976-2016). Task: Predict the reactants needed to synthesize the given product. Given the product [CH3:1][O:2][C:3]1[CH:4]=[CH:5][C:6]([C:7]([NH:9][C:10]2[C:11]([NH:16][C:35]([C:26]3[CH:27]=[CH:28][C:29]4[C:34](=[CH:33][CH:32]=[CH:31][CH:30]=4)[CH:25]=3)=[O:36])=[CH:12][CH:13]=[CH:14][CH:15]=2)=[O:8])=[CH:17][CH:18]=1, predict the reactants needed to synthesize it. The reactants are: [CH3:1][O:2][C:3]1[CH:18]=[CH:17][C:6]([C:7]([NH:9][C:10]2[C:11]([NH2:16])=[CH:12][CH:13]=[CH:14][CH:15]=2)=[O:8])=[CH:5][CH:4]=1.N1C=CC=CC=1.[CH:25]1[C:34]2[C:29](=[CH:30][CH:31]=[CH:32][CH:33]=2)[CH:28]=[CH:27][C:26]=1[C:35](Cl)=[O:36].Cl.